Dataset: Forward reaction prediction with 1.9M reactions from USPTO patents (1976-2016). Task: Predict the product of the given reaction. Given the reactants [NH2:1][C:2]1[CH:10]=[CH:9][C:8]([Cl:11])=[CH:7][C:3]=1[C:4]([NH2:6])=O.[Cl:12][C:13]1[CH:21]=[CH:20][C:16]([C:17](Cl)=O)=[CH:15][CH:14]=1.[C:22]([N:25]1[CH2:30][CH2:29][NH:28][CH2:27][CH2:26]1)(=[O:24])[CH3:23], predict the reaction product. The product is: [Cl:11][C:8]1[CH:7]=[C:3]2[C:2](=[CH:10][CH:9]=1)[N:1]=[C:17]([C:16]1[CH:20]=[CH:21][C:13]([Cl:12])=[CH:14][CH:15]=1)[N:6]=[C:4]2[N:28]1[CH2:29][CH2:30][N:25]([C:22](=[O:24])[CH3:23])[CH2:26][CH2:27]1.